This data is from Peptide-MHC class I binding affinity with 185,985 pairs from IEDB/IMGT. The task is: Regression. Given a peptide amino acid sequence and an MHC pseudo amino acid sequence, predict their binding affinity value. This is MHC class I binding data. (1) The MHC is HLA-A30:01 with pseudo-sequence HLA-A30:01. The peptide sequence is ELRDYFEQI. The binding affinity (normalized) is 0.0253. (2) The peptide sequence is DTKCKNNYF. The MHC is HLA-A69:01 with pseudo-sequence HLA-A69:01. The binding affinity (normalized) is 0.0847. (3) The peptide sequence is VMMSAPPAEY. The MHC is HLA-A24:02 with pseudo-sequence HLA-A24:02. The binding affinity (normalized) is 0.0314. (4) The peptide sequence is RLRPGGKKK. The MHC is HLA-B08:01 with pseudo-sequence HLA-B08:01. The binding affinity (normalized) is 0.104. (5) The peptide sequence is VLLDYQGML. The MHC is HLA-A11:01 with pseudo-sequence HLA-A11:01. The binding affinity (normalized) is 0.0324. (6) The peptide sequence is IRLRPGGKK. The MHC is Mamu-B03 with pseudo-sequence Mamu-B03. The binding affinity (normalized) is 0.0827. (7) The peptide sequence is LLFRMILNY. The MHC is HLA-A29:02 with pseudo-sequence HLA-A29:02. The binding affinity (normalized) is 0.851.